Dataset: Full USPTO retrosynthesis dataset with 1.9M reactions from patents (1976-2016). Task: Predict the reactants needed to synthesize the given product. Given the product [C:2]([C:4]1[C:9]([O:10][CH2:26][CH2:25][CH2:24][C:18]2[CH:23]=[CH:22][CH:21]=[CH:20][CH:19]=2)=[C:8]([O:11][CH3:12])[C:7]2[O:13][CH:14]=[CH:15][C:6]=2[C:5]=1[O:16][CH3:17])(=[O:3])[CH3:1], predict the reactants needed to synthesize it. The reactants are: [CH3:1][C:2]([C:4]1[C:9]([OH:10])=[C:8]([O:11][CH3:12])[C:7]2[O:13][CH:14]=[CH:15][C:6]=2[C:5]=1[O:16][CH3:17])=[O:3].[C:18]1([CH2:24][CH2:25][CH2:26]Br)[CH:23]=[CH:22][CH:21]=[CH:20][CH:19]=1.